This data is from Full USPTO retrosynthesis dataset with 1.9M reactions from patents (1976-2016). The task is: Predict the reactants needed to synthesize the given product. (1) Given the product [CH:33]1([C:39]([NH:41][C:2]2[CH:7]=[CH:6][C:5]([C@@H:8]([N:10]([C:18]3[N:23]=[C:22]([N:24]4[C@@H:28]([CH:29]([CH3:31])[CH3:30])[CH2:27][O:26][C:25]4=[O:32])[CH:21]=[CH:20][N:19]=3)[C:11](=[O:17])[O:12][C:13]([CH3:16])([CH3:15])[CH3:14])[CH3:9])=[CH:4][CH:3]=2)=[O:40])[CH2:38][CH2:37][CH2:36][CH2:35][CH2:34]1, predict the reactants needed to synthesize it. The reactants are: Br[C:2]1[CH:7]=[CH:6][C:5]([C@@H:8]([N:10]([C:18]2[N:23]=[C:22]([N:24]3[C@@H:28]([CH:29]([CH3:31])[CH3:30])[CH2:27][O:26][C:25]3=[O:32])[CH:21]=[CH:20][N:19]=2)[C:11](=[O:17])[O:12][C:13]([CH3:16])([CH3:15])[CH3:14])[CH3:9])=[CH:4][CH:3]=1.[CH:33]1([C:39]([NH2:41])=[O:40])[CH2:38][CH2:37][CH2:36][CH2:35][CH2:34]1.C(=O)([O-])[O-].[Cs+].[Cs+].CC1(C)C2C(=C(P(C3C=CC=CC=3)C3C=CC=CC=3)C=CC=2)OC2C(P(C3C=CC=CC=3)C3C=CC=CC=3)=CC=CC1=2. (2) Given the product [C:1]([O:5][C:6](=[O:7])[NH:8][C@H:9]([C:10](=[O:11])[NH2:22])[CH2:13][C:14]1[CH:19]=[CH:18][CH:17]=[CH:16][C:15]=1[O:20][CH3:21])([CH3:4])([CH3:3])[CH3:2], predict the reactants needed to synthesize it. The reactants are: [C:1]([O:5][C:6]([NH:8][C@@H:9]([CH2:13][C:14]1[CH:19]=[CH:18][CH:17]=[CH:16][C:15]=1[O:20][CH3:21])[C:10](O)=[O:11])=[O:7])([CH3:4])([CH3:3])[CH3:2].[N:22]1C=CC=CC=1.C(OC(OC(C)(C)C)=O)(OC(C)(C)C)=O.C(=O)([O-])[O-].[NH4+].[NH4+]. (3) Given the product [OH:17][C:14]1[CH:13]=[CH:12][C:11]([C@H:7](/[CH:8]=[CH:9]\[CH3:10])[C@H:2]([CH3:1])[C:3]([O:5][CH3:6])=[O:4])=[CH:16][CH:15]=1, predict the reactants needed to synthesize it. The reactants are: [CH3:1][C@@H:2]([C@H:7]([C:11]1[CH:16]=[CH:15][C:14]([O:17]CC2C=CC=CC=2)=[CH:13][CH:12]=1)/[CH:8]=[CH:9]\[CH3:10])[C:3]([O:5][CH3:6])=[O:4].ClB(Cl)Cl.CSC.C(=O)(O)[O-].[Na+].